Dataset: Reaction yield outcomes from USPTO patents with 853,638 reactions. Task: Predict the reaction yield, written as a fraction of the theoretical maximum amount of product (1.0 means a 100% yield; for example, 0.34 means a 34% yield). (1) The reactants are Cl[C:2]1[S:3][C:4]2[CH:10]=[CH:9][CH:8]=[CH:7][C:5]=2[N:6]=1.ClC1OC2C=CC=CC=2N=1.[CH:21]1([CH2:24][CH2:25][NH:26][C:27]([C:29]2[N:30]=[N:31][C:32]([N:35]3[CH2:40][CH2:39][NH:38][CH2:37][CH2:36]3)=[CH:33][CH:34]=2)=[O:28])[CH2:23][CH2:22]1. No catalyst specified. The product is [CH:21]1([CH2:24][CH2:25][NH:26][C:27]([C:29]2[N:30]=[N:31][C:32]([N:35]3[CH2:40][CH2:39][N:38]([C:2]4[S:3][C:4]5[CH:10]=[CH:9][CH:8]=[CH:7][C:5]=5[N:6]=4)[CH2:37][CH2:36]3)=[CH:33][CH:34]=2)=[O:28])[CH2:23][CH2:22]1. The yield is 0.270. (2) The reactants are [Cl:1][C:2]1[CH:7]=[CH:6][C:5]([C:8]2[CH:13]=[C:12]([CH:14]3[CH2:16][CH2:15]3)[N:11]3[N:17]=[CH:18][C:19](I)=[C:10]3[N:9]=2)=[CH:4][CH:3]=1.C[Si]([C:25]#[CH:26])(C)C.CCN(CC)CC.C(=O)([O-])[O-].[K+].[K+]. The catalyst is CN(C)C=O.C1COCC1.CO. The product is [Cl:1][C:2]1[CH:7]=[CH:6][C:5]([C:8]2[CH:13]=[C:12]([CH:14]3[CH2:16][CH2:15]3)[N:11]3[N:17]=[CH:18][C:19]([C:25]#[CH:26])=[C:10]3[N:9]=2)=[CH:4][CH:3]=1. The yield is 0.400. (3) The reactants are [CH2:1]([O:8][C:9]1[CH:10]=[C:11]([C:15]2[N:24]=[C:23](Cl)[C:22]3[C:17](=[CH:18][C:19]([O:31][CH3:32])=[C:20]([O:26][CH2:27][CH2:28][O:29][CH3:30])[CH:21]=3)[N:16]=2)[CH:12]=[CH:13][CH:14]=1)[C:2]1[CH:7]=[CH:6][CH:5]=[CH:4][CH:3]=1.[NH2:33][C:34]1[CH:35]=[C:36]2[C:40](=[CH:41][CH:42]=1)[N:39]([C:43]([O:45][C:46]([CH3:49])([CH3:48])[CH3:47])=[O:44])[N:38]=[CH:37]2. The catalyst is C(O)(C)C.NC1C=C2C(=CC=1)N(C(OC(C)(C)C)=O)N=C2. The yield is 1.00. The product is [CH2:1]([O:8][C:9]1[CH:10]=[C:11]([C:15]2[N:24]=[C:23]([NH:33][C:34]3[CH:35]=[C:36]4[C:40](=[CH:41][CH:42]=3)[N:39]([C:43]([O:45][C:46]([CH3:49])([CH3:48])[CH3:47])=[O:44])[N:38]=[CH:37]4)[C:22]3[C:17](=[CH:18][C:19]([O:31][CH3:32])=[C:20]([O:26][CH2:27][CH2:28][O:29][CH3:30])[CH:21]=3)[N:16]=2)[CH:12]=[CH:13][CH:14]=1)[C:2]1[CH:7]=[CH:6][CH:5]=[CH:4][CH:3]=1. (4) The reactants are [Cl:1][C:2]1[S:6][C:5]([C:7]2[N:12]=[C:11](OS(C(F)(F)F)(=O)=O)[C:10]([CH2:21][CH3:22])=[C:9]([CH3:23])[N:8]=2)=[CH:4][CH:3]=1.[CH3:24][C:25]1([CH3:39])[C:29]([CH3:31])([CH3:30])[O:28][B:27]([C:32]2[CH:38]=[CH:37][C:35]([NH2:36])=[CH:34][CH:33]=2)[O:26]1.CS(C)=O. The catalyst is O. The product is [Cl:1][C:2]1[S:6][C:5]([C:7]2[N:12]=[C:11]([NH:36][C:35]3[CH:34]=[CH:33][C:32]([B:27]4[O:28][C:29]([CH3:31])([CH3:30])[C:25]([CH3:39])([CH3:24])[O:26]4)=[CH:38][CH:37]=3)[C:10]([CH2:21][CH3:22])=[C:9]([CH3:23])[N:8]=2)=[CH:4][CH:3]=1. The yield is 0.230. (5) The reactants are C([O:4][C@@H:5]1[C@@H:10]([O:11]C(=O)C)[C@@H:9]([CH2:15][O:16]C(=O)C)[O:8][C@H:7]([O:20][C:21]2[CH:26]=[CH:25][C:24](B3OC(C)(C)C(C)(C)O3)=[CH:23][CH:22]=2)[C@H:6]1CC([O-])=O)(=O)C.Br[C:41]1[CH:42]=[N:43][CH:44]=[C:45]([CH:50]=1)[C:46]([O:48][CH3:49])=[O:47].C(=O)([O-])[O-:52].[Cs+].[Cs+]. The catalyst is O1CCOCC1.O.C1C=CC([P]([Pd]([P](C2C=CC=CC=2)(C2C=CC=CC=2)C2C=CC=CC=2)([P](C2C=CC=CC=2)(C2C=CC=CC=2)C2C=CC=CC=2)[P](C2C=CC=CC=2)(C2C=CC=CC=2)C2C=CC=CC=2)(C2C=CC=CC=2)C2C=CC=CC=2)=CC=1. The product is [OH:52][C@H:6]1[C@@H:5]([OH:4])[C@H:10]([OH:11])[C@@H:9]([CH2:15][OH:16])[O:8][C@@H:7]1[O:20][C:21]1[CH:22]=[CH:23][C:24]([C:41]2[CH:50]=[C:45]([C:46]([O:48][CH3:49])=[O:47])[CH:44]=[N:43][CH:42]=2)=[CH:25][CH:26]=1. The yield is 0.400. (6) The reactants are Cl[C:2]1[N:6]([CH3:7])[N:5]=[CH:4][C:3]=1[N+:8]([O-:10])=[O:9].[CH3:11][N:12]1[CH2:17][CH:16]=[C:15](B2OC(C)(C)C(C)(C)O2)[CH2:14][CH2:13]1.C([O-])([O-])=O.[Na+].[Na+].CC([O-])=O.[K+]. The catalyst is CC#N.C1C=CC(P(C2C=CC=CC=2)[C-]2C=CC=C2)=CC=1.C1C=CC(P(C2C=CC=CC=2)[C-]2C=CC=C2)=CC=1.Cl[Pd]Cl.[Fe+2]. The product is [CH3:11][N:12]1[CH2:13][CH:14]=[C:15]([C:2]2[N:6]([CH3:7])[N:5]=[CH:4][C:3]=2[N+:8]([O-:10])=[O:9])[CH2:16][CH2:17]1. The yield is 0.160.